This data is from Forward reaction prediction with 1.9M reactions from USPTO patents (1976-2016). The task is: Predict the product of the given reaction. (1) The product is: [C:36]([O:40][C:41](=[O:44])[CH2:42][NH:43][C:22](=[O:23])[CH2:21][O:20][C:19]1[C:18]([CH3:28])=[CH:17][C:16]([C:14]2[O:13][C:11]3[N:12]=[C:7]([CH2:6][C:5]4[CH:33]=[CH:34][C:2]([Cl:1])=[CH:3][CH:4]=4)[N:8]=[C:9]([O:29][CH2:30][CH2:31][CH3:32])[C:10]=3[N:15]=2)=[CH:26][C:25]=1[CH3:27])([CH3:39])([CH3:38])[CH3:37]. Given the reactants [Cl:1][C:2]1[CH:34]=[CH:33][C:5]([CH2:6][C:7]2[N:8]=[C:9]([O:29][CH2:30][CH2:31][CH3:32])[C:10]3[N:15]=[C:14]([C:16]4[CH:26]=[C:25]([CH3:27])[C:19]([O:20][CH2:21][C:22](Cl)=[O:23])=[C:18]([CH3:28])[CH:17]=4)[O:13][C:11]=3[N:12]=2)=[CH:4][CH:3]=1.Cl.[C:36]([O:40][C:41](=[O:44])[CH2:42][NH2:43])([CH3:39])([CH3:38])[CH3:37].C(N(CC)CC)C, predict the reaction product. (2) Given the reactants CC1(C)C(C)(C)OB([C:9]2[CH:14]=[CH:13][N:12]=[C:11]([NH:15][C:16](=[O:19])[CH2:17][CH3:18])[CH:10]=2)O1.[CH2:21]([N:23]1[CH:27]=[C:26](I)[C:25]([C:29]2[S:30][CH:31]=[CH:32][CH:33]=2)=[N:24]1)[CH3:22].C(=O)([O-])[O-].[Na+].[Na+], predict the reaction product. The product is: [CH2:21]([N:23]1[CH:27]=[C:26]([C:9]2[CH:14]=[CH:13][N:12]=[C:11]([NH:15][C:16](=[O:19])[CH2:17][CH3:18])[CH:10]=2)[C:25]([C:29]2[S:30][CH:31]=[CH:32][CH:33]=2)=[N:24]1)[CH3:22]. (3) Given the reactants [F:1][C:2]1[CH:7]=[CH:6][CH:5]=[CH:4][C:3]=1[C:8]1[CH:9]=[C:10]([CH2:22][N:23](C)[C:24](=O)OC(C)(C)C)[S:11][C:12]=1[S:13][C:14]1[CH:19]=[CH:18][CH:17]=[C:16]([O:20][CH3:21])[CH:15]=1.[C:32]([O:35]CC)(=[O:34])[CH3:33].Cl.[C:39]([O:42]CC)(=[O:41])[CH3:40], predict the reaction product. The product is: [C:39]([OH:42])(=[O:41])/[CH:40]=[CH:33]/[C:32]([OH:35])=[O:34].[F:1][C:2]1[CH:7]=[CH:6][CH:5]=[CH:4][C:3]=1[C:8]1[CH:9]=[C:10]([CH2:22][NH:23][CH3:24])[S:11][C:12]=1[S:13][C:14]1[CH:19]=[CH:18][CH:17]=[C:16]([O:20][CH3:21])[CH:15]=1. (4) The product is: [CH3:1][S:2]([O:5][CH2:6][C:7]1[N:8]([CH2:17][CH2:18][S:19]([CH3:22])(=[O:21])=[O:20])[C:9]2[C:14](=[N:30][C:12]([Cl:16])=[CH:11][CH:10]=2)[CH:15]=1)(=[O:4])=[O:3]. Given the reactants [CH3:1][S:2]([O:5][CH2:6][C:7]1[N:8]([CH2:17][CH2:18][S:19]([CH2:22]C)(=[O:21])=[O:20])[C:9]2[C:14]([CH:15]=1)=C[C:12]([Cl:16])=[CH:11][CH:10]=2)(=[O:4])=[O:3].ClC1[N:30]=C2C=C(C(OC)=O)NC2=CC=1, predict the reaction product. (5) The product is: [C:1]([O:5][C:6]([N:8]1[CH2:16][C:15]2[C:10](=[CH:11][CH:12]=[CH:13][CH:14]=2)[CH:9]1[CH2:17][C:18]([OH:20])=[O:19])=[O:7])([CH3:4])([CH3:2])[CH3:3]. Given the reactants [C:1]([O:5][C:6]([N:8]1[CH2:16][C:15]2[C:10](=[CH:11][CH:12]=[CH:13][CH:14]=2)[CH:9]1[CH2:17][C:18]([O:20]C)=[O:19])=[O:7])([CH3:4])([CH3:3])[CH3:2].[OH-].[Na+], predict the reaction product. (6) Given the reactants [CH3:1][O:2][C:3]([C:5]1[CH:6]=[N:7][C:8](Br)=[CH:9][CH:10]=1)=[O:4].[F:12][C:13]1[CH:18]=[CH:17][C:16](B(O)O)=[CH:15][CH:14]=1.[F-].[Cs+], predict the reaction product. The product is: [CH3:1][O:2][C:3]([C:5]1[CH:6]=[N:7][C:8]([C:16]2[CH:17]=[CH:18][C:13]([F:12])=[CH:14][CH:15]=2)=[CH:9][CH:10]=1)=[O:4].